This data is from Catalyst prediction with 721,799 reactions and 888 catalyst types from USPTO. The task is: Predict which catalyst facilitates the given reaction. Reactant: [CH3:1][C:2]1[CH:7]=[CH:6][C:5]([S:8]([O:11][CH2:12][C@@H:13]2[O:15][CH2:14]2)(=[O:10])=[O:9])=[CH:4][CH:3]=1.C(N(CC)C(C)C)(C)C.[C:25]1([SH:31])[CH:30]=[CH:29][CH:28]=[CH:27][CH:26]=1.O. Product: [OH:15][C@H:13]([CH2:14][S:31][C:25]1[CH:30]=[CH:29][CH:28]=[CH:27][CH:26]=1)[CH2:12][O:11][S:8]([C:5]1[CH:6]=[CH:7][C:2]([CH3:1])=[CH:3][CH:4]=1)(=[O:10])=[O:9]. The catalyst class is: 7.